Dataset: Reaction yield outcomes from USPTO patents with 853,638 reactions. Task: Predict the reaction yield, written as a fraction of the theoretical maximum amount of product (1.0 means a 100% yield; for example, 0.34 means a 34% yield). (1) The reactants are [Si]([O:8][CH2:9][C:10]1[N:14]2[C:15](=[O:43])[N:16]([CH:18]3[CH2:23][CH2:22][N:21]([C:24](=[O:42])[C@H:25]([OH:41])[CH2:26][S:27]([C:30]4[CH:39]=[CH:38][C:37]5[C:32](=[CH:33][CH:34]=[C:35]([Cl:40])[CH:36]=5)[CH:31]=4)(=[O:29])=[O:28])[CH2:20][CH2:19]3)[CH2:17][C:13]2=[CH:12][N:11]=1)(C(C)(C)C)(C)C.C(O)(=O)C.[F-].C([N+](CCCC)(CCCC)CCCC)CCC.C(OCC)(=O)C. The catalyst is C1COCC1.O. The product is [Cl:40][C:35]1[CH:36]=[C:37]2[C:32](=[CH:33][CH:34]=1)[CH:31]=[C:30]([S:27]([CH2:26][C@@H:25]([OH:41])[C:24]([N:21]1[CH2:20][CH2:19][CH:18]([N:16]3[CH2:17][C:13]4=[CH:12][N:11]=[C:10]([CH2:9][OH:8])[N:14]4[C:15]3=[O:43])[CH2:23][CH2:22]1)=[O:42])(=[O:29])=[O:28])[CH:39]=[CH:38]2. The yield is 0.750. (2) The reactants are [Cl:1][C:2]1[CH:3]=[C:4]2[C:9](=[CH:10][C:11]=1[C:12]([F:15])([F:14])[F:13])[C:8](=[O:16])[NH:7][CH2:6][CH2:5]2.Br[C:18]1[CH:19]=[N:20][CH:21]=[CH:22][C:23]=1[C:24]([F:27])([F:26])[F:25].P([O-])([O-])([O-])=O.[K+].[K+].[K+]. The catalyst is [Cu](I)I.O1CCOCC1. The product is [Cl:1][C:2]1[CH:3]=[C:4]2[C:9](=[CH:10][C:11]=1[C:12]([F:14])([F:13])[F:15])[C:8](=[O:16])[N:7]([C:18]1[CH:19]=[N:20][CH:21]=[CH:22][C:23]=1[C:24]([F:27])([F:26])[F:25])[CH2:6][CH2:5]2. The yield is 0.100. (3) The reactants are Cl[C:2](=[O:8])[C:3]([O:5][CH2:6][CH3:7])=[O:4].[NH:9]1[C:17]2[C:12](=[N:13][CH:14]=[CH:15][CH:16]=2)[CH:11]=[CH:10]1.[Cl-].[Al+3].[Cl-].[Cl-]. The catalyst is ClCCl. The product is [O:8]=[C:2]([C:11]1[C:12]2=[N:13][CH:14]=[CH:15][CH:16]=[C:17]2[NH:9][CH:10]=1)[C:3]([O:5][CH2:6][CH3:7])=[O:4]. The yield is 0.320. (4) The reactants are [C:1]([O:5][C:6]([N:8]1[CH2:11][CH:10]([NH:12][C:13]2[CH:14]=[C:15]3[C:24](=[CH:25][C:26]=2Br)[O:23][CH2:22][C:21]2[N:16]3[CH:17]([CH3:29])[C:18](=[O:28])[NH:19][N:20]=2)[CH2:9]1)=[O:7])([CH3:4])([CH3:3])[CH3:2].[CH3:30][C:31]1(C)[C:35](C)(C)OB(C(C)=C)O1.C([O-])([O-])=O.[K+].[K+]. The catalyst is O.O1CCOCC1.C1C=CC(P(C2C=CC=CC=2)[C-]2C=CC=C2)=CC=1.C1C=CC(P(C2C=CC=CC=2)[C-]2C=CC=C2)=CC=1.Cl[Pd]Cl.[Fe+2]. The product is [C:1]([O:5][C:6]([N:8]1[CH2:11][CH:10]([NH:12][C:13]2[CH:14]=[C:15]3[C:24](=[CH:25][C:26]=2[C:31]([CH3:35])=[CH2:30])[O:23][CH2:22][C:21]2[N:16]3[CH:17]([CH3:29])[C:18](=[O:28])[NH:19][N:20]=2)[CH2:9]1)=[O:7])([CH3:4])([CH3:3])[CH3:2]. The yield is 0.840. (5) The reactants are [CH2:1]([O:4][C:5]1([CH3:34])[CH2:10][CH2:9][N:8]([C:11]2[C:12]3[N:13]([N:24]=[C:25]([C:27]4[CH:32]=[CH:31][CH:30]=[C:29]([Br:33])[CH:28]=4)[CH:26]=3)[CH:14]=[C:15]([CH3:23])[C:16]=2[C:17](=[O:22])[C:18]([O:20][CH3:21])=[O:19])[CH2:7][CH2:6]1)[CH:2]=[CH2:3].CB1N2CCC[C@@H]2C(C2C=CC=CC=2)(C2C=CC=CC=2)O1.C(=O)=O.C(#N)C.[B]1OC2C(=CC=CC=2)O1. The catalyst is C1(C)C=CC=CC=1.CCOC(C)=O. The product is [CH2:1]([O:4][C:5]1([CH3:34])[CH2:6][CH2:7][N:8]([C:11]2[C:12]3[N:13]([N:24]=[C:25]([C:27]4[CH:32]=[CH:31][CH:30]=[C:29]([Br:33])[CH:28]=4)[CH:26]=3)[CH:14]=[C:15]([CH3:23])[C:16]=2[C@H:17]([OH:22])[C:18]([O:20][CH3:21])=[O:19])[CH2:9][CH2:10]1)[CH:2]=[CH2:3]. The yield is 0.747. (6) The reactants are [CH3:1][CH2:2][CH2:3][CH2:4][CH2:5][CH2:6][CH2:7][CH2:8][CH2:9]CC.C1(=O)CCCC1.CC1C(=O)CCC=1.N1C=CC=NC=1.CC1C=CC=CN=1.CC1C=NC=CN=1.CC1C=NC(C)=CN=1.CC1N=C(C)C(C)=NC=1.C(C1C(C)=NC=C(C)N=1)C.C(C1NC(=O)C(CC(C)C)NC1=O)C(C)C. No catalyst specified. The product is [CH3:1][CH2:2][CH2:3][CH2:4][CH2:5][CH2:6][CH2:7][CH2:8][CH3:9]. The yield is 0.00500. (7) The reactants are [NH2:1][C:2]1[C:3]([C:19](=O)[CH2:20]Br)=[N:4][C:5]([N:8]2[CH2:13][CH2:12][N:11]([S:14]([CH2:17][CH3:18])(=[O:16])=[O:15])[CH2:10][CH2:9]2)=[CH:6][N:7]=1.[CH:23]1[N:27]=[C:26]([NH2:28])[S:25][CH:24]=1. The catalyst is CCO. The product is [CH2:17]([S:14]([N:11]1[CH2:12][CH2:13][N:8]([C:5]2[N:4]=[C:3]([C:19]3[N:28]=[C:26]4[N:27]([CH:20]=3)[CH:23]=[CH:24][S:25]4)[C:2]([NH2:1])=[N:7][CH:6]=2)[CH2:9][CH2:10]1)(=[O:16])=[O:15])[CH3:18]. The yield is 0.100.